From a dataset of Full USPTO retrosynthesis dataset with 1.9M reactions from patents (1976-2016). Predict the reactants needed to synthesize the given product. Given the product [CH3:14][C:2]1[C:3]([C:8]2[CH:13]=[CH:12][CH:11]=[CH:10][CH:9]=2)=[C:4]([OH:5])[NH:17][N:16]=1, predict the reactants needed to synthesize it. The reactants are: O=[C:2]([CH3:14])[CH:3]([C:8]1[CH:13]=[CH:12][CH:11]=[CH:10][CH:9]=1)[C:4](OC)=[O:5].O.[NH2:16][NH2:17].